Dataset: NCI-60 drug combinations with 297,098 pairs across 59 cell lines. Task: Regression. Given two drug SMILES strings and cell line genomic features, predict the synergy score measuring deviation from expected non-interaction effect. (1) Drug 1: CN(C)N=NC1=C(NC=N1)C(=O)N. Drug 2: CN1C2=C(C=C(C=C2)N(CCCl)CCCl)N=C1CCCC(=O)O.Cl. Cell line: M14. Synergy scores: CSS=0.470, Synergy_ZIP=3.47, Synergy_Bliss=4.22, Synergy_Loewe=-0.442, Synergy_HSA=0.00556. (2) Drug 1: CN1CCC(CC1)COC2=C(C=C3C(=C2)N=CN=C3NC4=C(C=C(C=C4)Br)F)OC. Drug 2: C1=CC(=C2C(=C1NCCNCCO)C(=O)C3=C(C=CC(=C3C2=O)O)O)NCCNCCO. Cell line: M14. Synergy scores: CSS=42.2, Synergy_ZIP=15.3, Synergy_Bliss=13.2, Synergy_Loewe=-20.6, Synergy_HSA=11.0. (3) Drug 1: C1CCC(C1)C(CC#N)N2C=C(C=N2)C3=C4C=CNC4=NC=N3. Drug 2: C1=NC(=NC(=O)N1C2C(C(C(O2)CO)O)O)N. Cell line: SF-539. Synergy scores: CSS=3.89, Synergy_ZIP=-1.74, Synergy_Bliss=-0.215, Synergy_Loewe=-0.683, Synergy_HSA=-0.465. (4) Drug 1: COC1=C(C=C2C(=C1)N=CN=C2NC3=CC(=C(C=C3)F)Cl)OCCCN4CCOCC4. Drug 2: CC1CCC2CC(C(=CC=CC=CC(CC(C(=O)C(C(C(=CC(C(=O)CC(OC(=O)C3CCCCN3C(=O)C(=O)C1(O2)O)C(C)CC4CCC(C(C4)OC)O)C)C)O)OC)C)C)C)OC. Cell line: HOP-92. Synergy scores: CSS=31.4, Synergy_ZIP=-8.09, Synergy_Bliss=-6.23, Synergy_Loewe=0.297, Synergy_HSA=1.36. (5) Drug 1: CCCCC(=O)OCC(=O)C1(CC(C2=C(C1)C(=C3C(=C2O)C(=O)C4=C(C3=O)C=CC=C4OC)O)OC5CC(C(C(O5)C)O)NC(=O)C(F)(F)F)O. Drug 2: N.N.Cl[Pt+2]Cl. Cell line: U251. Synergy scores: CSS=79.7, Synergy_ZIP=2.04, Synergy_Bliss=1.83, Synergy_Loewe=-1.19, Synergy_HSA=3.89. (6) Drug 1: CC1=CC=C(C=C1)C2=CC(=NN2C3=CC=C(C=C3)S(=O)(=O)N)C(F)(F)F. Drug 2: CCCCCOC(=O)NC1=NC(=O)N(C=C1F)C2C(C(C(O2)C)O)O. Cell line: OVCAR3. Synergy scores: CSS=-0.749, Synergy_ZIP=6.19, Synergy_Bliss=7.79, Synergy_Loewe=3.38, Synergy_HSA=2.08. (7) Drug 2: CCC1(CC2CC(C3=C(CCN(C2)C1)C4=CC=CC=C4N3)(C5=C(C=C6C(=C5)C78CCN9C7C(C=CC9)(C(C(C8N6C=O)(C(=O)OC)O)OC(=O)C)CC)OC)C(=O)OC)O.OS(=O)(=O)O. Synergy scores: CSS=48.0, Synergy_ZIP=-8.78, Synergy_Bliss=-4.85, Synergy_Loewe=-9.51, Synergy_HSA=-3.75. Drug 1: C1C(C(OC1N2C=C(C(=O)NC2=O)F)CO)O. Cell line: A549.